Dataset: NCI-60 drug combinations with 297,098 pairs across 59 cell lines. Task: Regression. Given two drug SMILES strings and cell line genomic features, predict the synergy score measuring deviation from expected non-interaction effect. (1) Drug 1: C1CCC(C1)C(CC#N)N2C=C(C=N2)C3=C4C=CNC4=NC=N3. Drug 2: CC1C(C(CC(O1)OC2CC(OC(C2O)C)OC3=CC4=CC5=C(C(=O)C(C(C5)C(C(=O)C(C(C)O)O)OC)OC6CC(C(C(O6)C)O)OC7CC(C(C(O7)C)O)OC8CC(C(C(O8)C)O)(C)O)C(=C4C(=C3C)O)O)O)O. Cell line: SF-268. Synergy scores: CSS=-5.47, Synergy_ZIP=1.26, Synergy_Bliss=-2.32, Synergy_Loewe=-6.63, Synergy_HSA=-6.63. (2) Drug 1: C1CCC(C(C1)N)N.C(=O)(C(=O)[O-])[O-].[Pt+4]. Drug 2: C1CN(P(=O)(OC1)NCCCl)CCCl. Cell line: HCT116. Synergy scores: CSS=12.7, Synergy_ZIP=-25.5, Synergy_Bliss=-48.3, Synergy_Loewe=-44.4, Synergy_HSA=-43.4.